Predict the reaction yield, written as a fraction of the theoretical maximum amount of product (1.0 means a 100% yield; for example, 0.34 means a 34% yield). From a dataset of Reaction yield outcomes from USPTO patents with 853,638 reactions. (1) The reactants are [N+:1]([C:4]1[CH:8]=[C:7]([C:9](O)=[O:10])[NH:6][N:5]=1)([O-:3])=[O:2].B.C1COCC1.Cl. No catalyst specified. The product is [N+:1]([C:4]1[CH:8]=[C:7]([CH2:9][OH:10])[NH:6][N:5]=1)([O-:3])=[O:2]. The yield is 0.790. (2) The reactants are [CH2:1]([N:4]1[C:8]([C:9]2[CH:10]=[C:11]([C:14]([O:16][CH3:17])=[O:15])[S:12][CH:13]=2)=[CH:7][CH:6]=[N:5]1)[CH2:2][CH3:3].C1C(=O)N([Cl:25])C(=O)C1. The catalyst is C1COCC1. The product is [Cl:25][C:7]1[CH:6]=[N:5][N:4]([CH2:1][CH2:2][CH3:3])[C:8]=1[C:9]1[CH:10]=[C:11]([C:14]([O:16][CH3:17])=[O:15])[S:12][CH:13]=1. The yield is 0.700. (3) The product is [Cl:1][C:2]1[CH:7]=[C:6]([Cl:8])[CH:5]=[CH:4][C:3]=1[C:9]1[N:10]=[C:11](/[CH:16]=[CH:17]/[C:18]2[CH:23]=[CH:22][C:21]([C:24]3[CH:25]=[CH:26][C:27]([O:30][CH:36]([CH3:37])[CH2:35][CH2:34][C:33]([OH:39])=[O:32])=[CH:28][CH:29]=3)=[CH:20][CH:19]=2)[N:12]([CH2:14][CH3:15])[CH:13]=1. The reactants are [Cl:1][C:2]1[CH:7]=[C:6]([Cl:8])[CH:5]=[CH:4][C:3]=1[C:9]1[N:10]=[C:11](/[CH:16]=[CH:17]/[C:18]2[CH:23]=[CH:22][C:21]([C:24]3[CH:29]=[CH:28][C:27]([OH:30])=[CH:26][CH:25]=3)=[CH:20][CH:19]=2)[N:12]([CH2:14][CH3:15])[CH:13]=1.C[O:32][C:33](=[O:39])[CH2:34][CH2:35][CH:36](Br)[CH3:37]. No catalyst specified. The yield is 0.200. (4) The reactants are [NH2:1][C:2]1[N:7]([CH3:8])[C:6](=[O:9])[N:5]([CH2:10][C:11]2[CH:16]=[CH:15][C:14]([O:17][CH3:18])=[CH:13][CH:12]=2)[C:4](=[O:19])[C:3]=1[N:20]=O.S(S([O-])=O)([O-])=O.[Na+].[Na+]. The catalyst is [OH-].[NH4+].O. The product is [NH2:20][C:3]1[C:4](=[O:19])[N:5]([CH2:10][C:11]2[CH:16]=[CH:15][C:14]([O:17][CH3:18])=[CH:13][CH:12]=2)[C:6](=[O:9])[N:7]([CH3:8])[C:2]=1[NH2:1]. The yield is 0.898. (5) The reactants are [CH:1]1([Mg]Cl)[CH2:6][CH2:5][CH2:4][CH2:3][CH2:2]1.[NH2:9][C:10]1[CH:17]=[CH:16][CH:15]=[CH:14][C:11]=1[C:12]#[N:13].Cl[C:19](OC)=[O:20]. The catalyst is CCOCC. The product is [CH:1]1([C:12]2[C:11]3[C:10](=[CH:17][CH:16]=[CH:15][CH:14]=3)[NH:9][C:19](=[O:20])[N:13]=2)[CH2:6][CH2:5][CH2:4][CH2:3][CH2:2]1. The yield is 0.140. (6) The reactants are [CH:1]([N:4]1[C:8]([C:9]2[N:18]=[C:17]3[N:11]([CH2:12][CH2:13][O:14][C:15]4[CH:22]=[C:21]([O:23]C)[N:20]=[CH:19][C:16]=43)[CH:10]=2)=[N:7][CH:6]=[N:5]1)([CH3:3])[CH3:2].Br. The catalyst is C(O)(=O)C. The product is [CH:1]([N:4]1[C:8]([C:9]2[N:18]=[C:17]3[N:11]([CH2:12][CH2:13][O:14][C:15]4[CH:22]=[C:21]([OH:23])[N:20]=[CH:19][C:16]=43)[CH:10]=2)=[N:7][CH:6]=[N:5]1)([CH3:3])[CH3:2]. The yield is 0.690. (7) The reactants are CC1C=CC(S(O[CH2:12][CH:13]2[NH:18][C:17]3[C:19]([O:23][CH3:24])=[CH:20][CH:21]=[CH:22][C:16]=3[O:15][CH2:14]2)(=O)=O)=CC=1.[N-:25]=[N+:26]=[N-:27].[Na+]. The catalyst is CN(C)C=O. The product is [N:25]([CH2:12][CH:13]1[NH:18][C:17]2[C:19]([O:23][CH3:24])=[CH:20][CH:21]=[CH:22][C:16]=2[O:15][CH2:14]1)=[N+:26]=[N-:27]. The yield is 0.700.